This data is from Peptide-MHC class I binding affinity with 185,985 pairs from IEDB/IMGT. The task is: Regression. Given a peptide amino acid sequence and an MHC pseudo amino acid sequence, predict their binding affinity value. This is MHC class I binding data. (1) The peptide sequence is RPMTFKAAV. The MHC is HLA-A11:01 with pseudo-sequence HLA-A11:01. The binding affinity (normalized) is 0.106. (2) The peptide sequence is ATYQYEAL. The MHC is H-2-Db with pseudo-sequence H-2-Db. The binding affinity (normalized) is 0.0953.